This data is from Forward reaction prediction with 1.9M reactions from USPTO patents (1976-2016). The task is: Predict the product of the given reaction. (1) Given the reactants S(=O)(=O)(O)O.[Cl:6][C:7]1[CH:8]=[C:9]([OH:17])[C:10]([OH:16])=[C:11]([CH:15]=1)[C:12]([OH:14])=[O:13].[CH3:18]O, predict the reaction product. The product is: [Cl:6][C:7]1[CH:8]=[C:9]([OH:17])[C:10]([OH:16])=[C:11]([CH:15]=1)[C:12]([O:14][CH3:18])=[O:13]. (2) Given the reactants [NH2:1][C:2]1[CH:3]=[CH:4][C:5]([N:8]2[CH2:13][CH2:12][C:11]([CH3:18])([C:14]([O:16][CH3:17])=[O:15])[CH2:10][CH2:9]2)=[N:6][CH:7]=1.C(N(CC)CC)C.Cl[C:27](=[O:32])[C:28]([O:30][CH3:31])=[O:29], predict the reaction product. The product is: [CH3:31][O:30][C:28](=[O:29])[C:27]([NH:1][C:2]1[CH:3]=[CH:4][C:5]([N:8]2[CH2:13][CH2:12][C:11]([CH3:18])([C:14]([O:16][CH3:17])=[O:15])[CH2:10][CH2:9]2)=[N:6][CH:7]=1)=[O:32]. (3) Given the reactants [Br:1][C:2]1[CH:3]=[C:4]([CH:9]=[C:10]([O:12][C:13]2[CH:18]=[N:17][C:16]([N:19](C(OC(C)(C)C)=O)[CH2:20][CH:21]3[CH2:23][CH2:22]3)=[CH:15][N:14]=2)[CH:11]=1)[C:5]([O:7]C)=[O:6].FC(F)(F)C(O)=O, predict the reaction product. The product is: [Br:1][C:2]1[CH:3]=[C:4]([CH:9]=[C:10]([O:12][C:13]2[CH:18]=[N:17][C:16]([NH:19][CH2:20][CH:21]3[CH2:23][CH2:22]3)=[CH:15][N:14]=2)[CH:11]=1)[C:5]([OH:7])=[O:6]. (4) The product is: [Cl:1][CH:2]([CH2:13][C:14]1[CH:23]=[CH:22][C:21]([O:24][CH3:25])=[C:20]2[C:15]=1[CH:16]=[CH:17][C:18](=[O:27])[N:19]2[CH3:26])[C:3]([OH:5])=[O:4]. Given the reactants [Cl:1][C:2]([CH2:13][C:14]1[CH:23]=[CH:22][C:21]([O:24][CH3:25])=[C:20]2[C:15]=1[CH:16]=[CH:17][C:18](=[O:27])[N:19]2[CH3:26])(C(OCC)=O)[C:3]([O:5]CC)=[O:4].C(O)(=O)C.Cl, predict the reaction product. (5) Given the reactants [CH3:1][C@H:2]1[C@H:18]([CH3:19])[N:7]2[C:8]3[CH:9]=[C:10]([C:15]([OH:17])=[O:16])[CH:11]=[CH:12][C:13]=3[CH:14]=[C:6]2[C:5](=[O:20])[NH:4][CH2:3]1.C[C@H]1[C@H](C)OS(=O)(=O)N(C(OC(C)(C)C)=O)C1, predict the reaction product. The product is: [CH3:1][C@H:2]1[C@@H:18]([CH3:19])[N:7]2[C:8]3[CH:9]=[C:10]([C:15]([OH:17])=[O:16])[CH:11]=[CH:12][C:13]=3[CH:14]=[C:6]2[C:5](=[O:20])[NH:4][CH2:3]1.